Dataset: Full USPTO retrosynthesis dataset with 1.9M reactions from patents (1976-2016). Task: Predict the reactants needed to synthesize the given product. (1) Given the product [CH3:1][N:2]([CH3:3])[C:6]1[CH:11]=[CH:10][C:9]([C:12]([N:14]2[CH2:19][CH2:18][CH:17]([C:20]3[CH:25]=[CH:24][C:23]([C:26]4[CH:27]=[N:28][N:29]([CH3:31])[CH:30]=4)=[CH:22][CH:21]=3)[CH2:16][CH2:15]2)=[O:13])=[CH:8][C:7]=1[N+:32]([O-:34])=[O:33], predict the reactants needed to synthesize it. The reactants are: [CH3:1][NH:2][CH3:3].O.F[C:6]1[CH:11]=[CH:10][C:9]([C:12]([N:14]2[CH2:19][CH2:18][CH:17]([C:20]3[CH:25]=[CH:24][C:23]([C:26]4[CH:27]=[N:28][N:29]([CH3:31])[CH:30]=4)=[CH:22][CH:21]=3)[CH2:16][CH2:15]2)=[O:13])=[CH:8][C:7]=1[N+:32]([O-:34])=[O:33]. (2) Given the product [F:1][C:2]1[CH:10]=[C:9]2[C:5]([C:6]([CH2:11][C:12]([O:14][CH2:15][CH3:16])=[O:13])=[N:7][NH:8]2)=[CH:4][CH:3]=1, predict the reactants needed to synthesize it. The reactants are: [F:1][C:2]1[CH:10]=[C:9]2[C:5]([C:6]([CH2:11][C:12]([OH:14])=[O:13])=[N:7][NH:8]2)=[CH:4][CH:3]=1.[CH2:15](O)[CH3:16]. (3) Given the product [O:10]1[CH2:11][CH2:12][CH2:13][CH2:14][CH:9]1[O:8][C@@H:6]([CH3:7])[CH:5]=[CH:4][CH2:3][OH:2], predict the reactants needed to synthesize it. The reactants are: C[O:2][C:3](=O)[CH:4]=[CH:5][C@@H:6]([O:8][CH:9]1[CH2:14][CH2:13][CH2:12][CH2:11][O:10]1)[CH3:7].CC(C[AlH]CC(C)C)C. (4) Given the product [Br:16][C:17]1[CH:22]=[CH:21][C:20]([CH2:23][CH2:24][N:25]2[C:12]([CH3:13])=[CH:11][CH:10]=[C:9]2[C:6]2[CH:7]=[CH:8][C:3]([O:2][CH3:1])=[CH:4][CH:5]=2)=[CH:19][CH:18]=1, predict the reactants needed to synthesize it. The reactants are: [CH3:1][O:2][C:3]1[CH:8]=[CH:7][C:6]([C:9](=O)[CH2:10][CH2:11][C:12](=O)[CH3:13])=[CH:5][CH:4]=1.[Br:16][C:17]1[CH:22]=[CH:21][C:20]([CH2:23][CH2:24][NH2:25])=[CH:19][CH:18]=1.O.C1(C)C=CC(S(O)(=O)=O)=CC=1. (5) Given the product [CH2:37]([N:44]1[C:48]2=[N:49][CH:50]=[CH:51][C:52]([O:53][CH2:54][C:34]([O:17][CH2:12][CH3:11])=[O:35])=[C:47]2[CH:46]=[C:45]1[CH3:55])[C:38]1[CH:39]=[CH:40][CH:41]=[CH:42][CH:43]=1, predict the reactants needed to synthesize it. The reactants are: C(N1C2C=CN[C:12](=[O:17])[C:11]=2C=C1C)C1C=CC=CC=1.C(N1C(C)=CC=C1C=C[C:34](O)=[O:35])C1C=CC=CC=1.[CH2:37]([N:44]1[C:48]2=[N:49][CH:50]=[CH:51][C:52]([O:53][CH3:54])=[C:47]2[CH:46]=[C:45]1[CH3:55])[C:38]1[CH:43]=[CH:42][CH:41]=[CH:40][CH:39]=1.[N-]=[N+]=[N-].[Na+]. (6) Given the product [F:10][C:9]([F:12])([F:11])[C:7]1[CH:6]=[C:5]([C@H:13]([O:16][C@H:17]2[CH2:25][CH2:24][C@H:23]3[C@@H:19]([CH2:20][N:21]([C:35](=[O:39])[CH:36]([CH3:38])[CH3:37])[CH2:22]3)[C@@H:18]2[C:26]2[CH:31]=[CH:30][CH:29]=[CH:28][C:27]=2[CH3:32])[CH2:14][OH:15])[CH:4]=[C:3]([C:2]([F:33])([F:1])[F:34])[CH:8]=1, predict the reactants needed to synthesize it. The reactants are: [F:1][C:2]([F:34])([F:33])[C:3]1[CH:4]=[C:5]([C@H:13]([O:16][C@H:17]2[CH2:25][CH2:24][C@H:23]3[C@@H:19]([CH2:20][NH:21][CH2:22]3)[C@@H:18]2[C:26]2[CH:31]=[CH:30][CH:29]=[CH:28][C:27]=2[CH3:32])[CH2:14][OH:15])[CH:6]=[C:7]([C:9]([F:12])([F:11])[F:10])[CH:8]=1.[C:35](Cl)(=[O:39])[CH:36]([CH3:38])[CH3:37].C(N(CC)CC)C.